From a dataset of Peptide-MHC class II binding affinity with 134,281 pairs from IEDB. Regression. Given a peptide amino acid sequence and an MHC pseudo amino acid sequence, predict their binding affinity value. This is MHC class II binding data. The peptide sequence is GNLQIVDKIDAAFKI. The MHC is DRB5_0101 with pseudo-sequence DRB5_0101. The binding affinity (normalized) is 0.640.